This data is from Buchwald-Hartwig C-N cross coupling reaction yields with 55,370 reactions. The task is: Predict the reaction yield, written as a fraction of the theoretical maximum amount of product (1.0 means a 100% yield; for example, 0.34 means a 34% yield). (1) No catalyst specified. The reactants are Ic1cccnc1.Cc1ccc(N)cc1.O=S(=O)(O[Pd]1c2ccccc2-c2ccccc2N~1)C(F)(F)F.COc1ccc(OC)c(P([C@]23C[C@H]4C[C@H](C[C@H](C4)C2)C3)[C@]23C[C@H]4C[C@H](C[C@H](C4)C2)C3)c1-c1c(C(C)C)cc(C(C)C)cc1C(C)C.CN1CCCN2CCCN=C12.CCOC(=O)c1ccon1. The product is Cc1ccc(Nc2cccnc2)cc1. The yield is 0.868. (2) The reactants are FC(F)(F)c1ccc(Cl)cc1.Cc1ccc(N)cc1.O=S(=O)(O[Pd]1c2ccccc2-c2ccccc2N~1)C(F)(F)F.COc1ccc(OC)c(P(C(C)(C)C)C(C)(C)C)c1-c1c(C(C)C)cc(C(C)C)cc1C(C)C.CN(C)C(=NC(C)(C)C)N(C)C.c1ccc(-c2ccno2)cc1. No catalyst specified. The product is Cc1ccc(Nc2ccc(C(F)(F)F)cc2)cc1. The yield is 0.0389.